Dataset: Forward reaction prediction with 1.9M reactions from USPTO patents (1976-2016). Task: Predict the product of the given reaction. (1) Given the reactants Cl.Cl.Cl.Cl.[NH2:5][C:6]1[C:11]([NH2:12])=[CH:10][C:9]([NH2:13])=[C:8]([NH2:14])[C:7]=1[CH3:15].[Sn].[OH-].[Na+], predict the reaction product. The product is: [NH2:5][C:6]1[C:11]([NH2:12])=[CH:10][C:9]([NH2:13])=[C:8]([NH2:14])[C:7]=1[CH3:15]. (2) Given the reactants [N:1]#[C:2][NH2:3].[CH3:4][O-].[Na+].CO.[Cl:9][C:10]1[CH:11]=[C:12]([N:16]=[C:17]=[S:18])[CH:13]=[CH:14][CH:15]=1.IC, predict the reaction product. The product is: [Cl:9][C:10]1[CH:11]=[C:12]([NH:16]/[C:17](/[S:18][CH3:4])=[N:1]/[C:2]#[N:3])[CH:13]=[CH:14][CH:15]=1. (3) Given the reactants B.[F:2][C:3]1[CH:4]=[C:5]([C@H:9]([OH:24])[C@H:10]2[O:15][CH2:14][CH2:13][N:12]([CH2:16][C:17]3[CH:22]=[CH:21][CH:20]=[CH:19][CH:18]=3)[C:11]2=O)[CH:6]=[CH:7][CH:8]=1.[F:25][C:26]1[CH:27]=[C:28]([C@@H:32]([OH:47])[C@@H:33]2[O:38][CH2:37][CH2:36][N:35]([CH2:39][C:40]3[CH:45]=[CH:44][CH:43]=[CH:42][CH:41]=3)[C:34]2=O)[CH:29]=[CH:30][CH:31]=1, predict the reaction product. The product is: [F:2][C:3]1[CH:4]=[C:5]([C@H:9]([C@@H:10]2[O:15][CH2:14][CH2:13][N:12]([CH2:16][C:17]3[CH:22]=[CH:21][CH:20]=[CH:19][CH:18]=3)[CH2:11]2)[OH:24])[CH:6]=[CH:7][CH:8]=1.[F:25][C:26]1[CH:27]=[C:28]([C@@H:32]([C@H:33]2[O:38][CH2:37][CH2:36][N:35]([CH2:39][C:40]3[CH:45]=[CH:44][CH:43]=[CH:42][CH:41]=3)[CH2:34]2)[OH:47])[CH:29]=[CH:30][CH:31]=1. (4) Given the reactants [C:1]1([Mg]Cl)[CH:6]=[CH:5][CH:4]=[CH:3][CH:2]=1.[CH2:9]([N:16]1[CH2:21][CH2:20][CH2:19][CH2:18][C:17]1=O)[C:10]1[CH:15]=[CH:14][CH:13]=[CH:12][CH:11]=1.C1C[O:26]CC1, predict the reaction product. The product is: [CH2:9]([N:16]1[CH2:21][CH2:20][C:19]([C:1]2[CH:6]=[CH:5][CH:4]=[CH:3][CH:2]=2)([OH:26])[CH2:18][CH2:17]1)[C:10]1[CH:15]=[CH:14][CH:13]=[CH:12][CH:11]=1. (5) Given the reactants [C:1]1([C:27]2[CH:32]=[CH:31][CH:30]=[CH:29][CH:28]=2)[CH:6]=[CH:5][C:4]([NH:7][C:8](=[O:26])[C:9]2[CH:14]=[CH:13][C:12](Br)=[C:11]([NH:16][C:17](=[O:25])[CH2:18][N:19]3[CH2:24][CH2:23][O:22][CH2:21][CH2:20]3)[CH:10]=2)=[CH:3][CH:2]=1.[S:33]1[CH:37]=[CH:36][CH:35]=[C:34]1B(O)O.C(=O)([O-])[O-].[Na+].[Na+].O1CCOCC1, predict the reaction product. The product is: [C:1]1([C:27]2[CH:32]=[CH:31][CH:30]=[CH:29][CH:28]=2)[CH:6]=[CH:5][C:4]([NH:7][C:8](=[O:26])[C:9]2[CH:14]=[CH:13][C:12]([C:34]3[S:33][CH:37]=[CH:36][CH:35]=3)=[C:11]([NH:16][C:17](=[O:25])[CH2:18][N:19]3[CH2:24][CH2:23][O:22][CH2:21][CH2:20]3)[CH:10]=2)=[CH:3][CH:2]=1.